Regression. Given a peptide amino acid sequence and an MHC pseudo amino acid sequence, predict their binding affinity value. This is MHC class II binding data. From a dataset of Peptide-MHC class II binding affinity with 134,281 pairs from IEDB. (1) The MHC is DRB1_1501 with pseudo-sequence DRB1_1501. The binding affinity (normalized) is 0.385. The peptide sequence is YAKMRSAHTNDVKQL. (2) The peptide sequence is THRHIIGEGCPKPHR. The MHC is DRB5_0101 with pseudo-sequence DRB5_0101. The binding affinity (normalized) is 0.420. (3) The MHC is HLA-DPA10301-DPB10402 with pseudo-sequence HLA-DPA10301-DPB10402. The binding affinity (normalized) is 0.0371. The peptide sequence is GFAPAAAQAVETAAQ. (4) The peptide sequence is AEGGKATTEEQKLIE. The MHC is DRB1_0401 with pseudo-sequence DRB1_0401. The binding affinity (normalized) is 0.175. (5) The peptide sequence is TAKAPGLVPKLDAAY. The MHC is DRB1_1602 with pseudo-sequence DRB1_1602. The binding affinity (normalized) is 0.229. (6) The peptide sequence is KEIYNYMEPYVSKNP. The MHC is DRB1_0405 with pseudo-sequence DRB1_0405. The binding affinity (normalized) is 0.394. (7) The peptide sequence is TLEQDKCVTVMAPDK. The MHC is DRB1_0301 with pseudo-sequence DRB1_0301. The binding affinity (normalized) is 0.564.